This data is from Forward reaction prediction with 1.9M reactions from USPTO patents (1976-2016). The task is: Predict the product of the given reaction. Given the reactants [N:1]([CH2:4][CH2:5][O:6][CH2:7][CH2:8][O:9][CH2:10][CH2:11][OH:12])=[N+:2]=[N-:3].CCN(CC)CC.[CH3:20][S:21](Cl)(=[O:23])=[O:22], predict the reaction product. The product is: [CH3:20][S:21]([O:12][CH2:11][CH2:10][O:9][CH2:8][CH2:7][O:6][CH2:5][CH2:4][N:1]=[N+:2]=[N-:3])(=[O:23])=[O:22].